Dataset: Reaction yield outcomes from USPTO patents with 853,638 reactions. Task: Predict the reaction yield, written as a fraction of the theoretical maximum amount of product (1.0 means a 100% yield; for example, 0.34 means a 34% yield). (1) The reactants are [CH:1]([C:4]1[C:13]2[O:12][CH2:11][C:10](=[O:14])[NH:9][C:8]=2[CH:7]=[CH:6][CH:5]=1)([CH3:3])[CH3:2].C([O-])([O-])=O.[Cs+].[Cs+].[Cl:21][CH2:22][CH2:23][CH2:24]I. The catalyst is CCCCCCC.CCOC(C)=O. The product is [Cl:21][CH2:22][CH2:23][CH2:24][N:9]1[C:8]2[CH:7]=[CH:6][CH:5]=[C:4]([CH:1]([CH3:3])[CH3:2])[C:13]=2[O:12][CH2:11][C:10]1=[O:14]. The yield is 0.700. (2) The reactants are CN(C=O)C.[C:6]([O:14][C:15]1[C:23]([O:24][CH3:25])=[CH:22][C:18]([C:19]([OH:21])=O)=[C:17]([N+:26]([O-:28])=[O:27])[CH:16]=1)(=O)[C:7]1[CH:12]=[CH:11][CH:10]=[CH:9][CH:8]=1.S(Cl)(Cl)=O.[N:33]1[CH:38]=[CH:37][CH:36]=[CH:35][C:34]=1[N:39]1[CH2:44][CH2:43][NH:42][CH2:41][CH2:40]1. The catalyst is C1C=CC=CC=1.C(N(CC)CC)C. The product is [CH2:6]([O:14][C:15]1[C:23]([O:24][CH3:25])=[CH:22][C:18]([C:19]([N:42]2[CH2:43][CH2:44][N:39]([C:34]3[CH:35]=[CH:36][CH:37]=[CH:38][N:33]=3)[CH2:40][CH2:41]2)=[O:21])=[C:17]([N+:26]([O-:28])=[O:27])[CH:16]=1)[C:7]1[CH:8]=[CH:9][CH:10]=[CH:11][CH:12]=1. The yield is 0.820. (3) The reactants are [O:1]=[C:2]1[C:7]([CH2:8][C:9]2[CH:14]=[CH:13][C:12]([C:15]3[C:16]([C:21]#[N:22])=[CH:17][CH:18]=[CH:19][CH:20]=3)=[CH:11][CH:10]=2)=[C:6]([CH2:23][CH2:24][CH3:25])[N:5]2[N:26]=[CH:27][N:28]=[C:4]2[NH:3]1.I[CH:30]([CH3:32])[CH3:31].C(=O)([O-])[O-].[K+].[K+].CN(C)C(=O)C. The catalyst is C(OCC)(=O)C. The product is [CH3:31][CH:30]([N:3]1[C:2](=[O:1])[C:7]([CH2:8][C:9]2[CH:10]=[CH:11][C:12]([C:15]3[C:16]([C:21]#[N:22])=[CH:17][CH:18]=[CH:19][CH:20]=3)=[CH:13][CH:14]=2)=[C:6]([CH2:23][CH2:24][CH3:25])[N:5]2[N:26]=[CH:27][N:28]=[C:4]12)[CH3:32]. The yield is 0.530. (4) The reactants are [F-].[K+].N#N.I[C:6]1[N:7]=[N:8][C:9]([CH3:12])=[CH:10][CH:11]=1.C[Si](C)(C)[C:15]([F:18])([F:17])[F:16].N. The catalyst is CN(C=O)C.CN1CCCC1=O.[Cu]I.CC(OC)(C)C. The product is [CH3:12][C:9]1[N:8]=[N:7][C:6]([C:15]([F:18])([F:17])[F:16])=[CH:11][CH:10]=1. The yield is 0.350.